From a dataset of Experimentally validated miRNA-target interactions with 360,000+ pairs, plus equal number of negative samples. Binary Classification. Given a miRNA mature sequence and a target amino acid sequence, predict their likelihood of interaction. (1) The miRNA is hsa-miR-484 with sequence UCAGGCUCAGUCCCCUCCCGAU. The protein sequence of the target gene is MATAERRALGIGFQWLSLATLVLICAGQGGRREDGGPACYGGFDLYFILDKSGSVLHHWNEIYYFVEQLAHKFISPQLRMSFIVFSTRGTTLMKLTEDREQIRQGLEELQKVLPGGDTYMHEGFERASEQIYYENRQGYRTASVIIALTDGELHEDLFFYSEREANRSRDLGAIVYCVGVKDFNETQLARIADSKDHVFPVNDGFQALQGIIHSILKKSCIEILAAEPSTICAGESFQVVVRGNGFRHARNVDRVLCSFKINDSVTLNEKPFSVEDTYLLCPAPILKEVGMKAALQVSMN.... Result: 0 (no interaction). (2) The miRNA is mmu-miR-467f with sequence AUAUACACACACACACCUACA. The protein sequence of the target gene is MQTFLKGKRVGYWLSEKKVKKLNFQAFAELCRKRGIEVVQLNLSRPIEEQGPLDVIIHKLTDVILEADQNDSQSLELVHRFQEYIDAHPETIVLDPLPAIRTLLDRSKSYELIRKIEAYMKDDRICSPPFMELTSLCGEDTMRLLEQNGLAFPFICKTRVAHGTNSHEMAIVFNQEGLNAIQPPCVVQNFINHNAVLYKVFVVGESYTVVQRPSLKNFSAGTSDRESIFFNSHNVSKPESSSVLTELDKIEGVFERPSDEVIRELSRALRQALGVSLFGIDIIINNQTGQHAVIDVNAFP.... Result: 1 (interaction).